Task: Predict the product of the given reaction.. Dataset: Forward reaction prediction with 1.9M reactions from USPTO patents (1976-2016) (1) Given the reactants [CH3:1][N:2]1[C:6]2=[C:7]3[C:13]([C:14]#[N:15])=[CH:12][N:11](S(C4C=CC(C)=CC=4)(=O)=O)[C:8]3=[N:9][CH:10]=[C:5]2[CH:4]=[N:3]1.C1C(=O)N([Br:33])C(=O)C1.CN(C=O)C, predict the reaction product. The product is: [Br:33][C:12]1[NH:11][C:8]2=[N:9][CH:10]=[C:5]3[CH:4]=[N:3][N:2]([CH3:1])[C:6]3=[C:7]2[C:13]=1[C:14]#[N:15]. (2) Given the reactants [H-].[Na+].[CH2:3]1[C:16]2[C:15]3[CH:14]=[CH:13][CH:12]=[CH:11][C:10]=3[NH:9][C:8]=2[CH2:7][CH2:6][N:5]([C:17]([O:19][C:20]([CH3:23])([CH3:22])[CH3:21])=[O:18])[CH2:4]1.[C:24]1(=[O:28])[O:27][CH2:26][CH2:25]1.C([O-])([O-])=O.[K+].[K+], predict the reaction product. The product is: [C:20]([O:19][C:17]([N:5]1[CH2:4][CH2:3][C:16]2[C:15]3[CH:14]=[CH:13][CH:12]=[CH:11][C:10]=3[N:9]([CH2:26][CH2:25][C:24]([OH:28])=[O:27])[C:8]=2[CH2:7][CH2:6]1)=[O:18])([CH3:23])([CH3:22])[CH3:21]. (3) The product is: [Cl:12][C:19]1[CH:20]=[C:21]([C:24]([C:26]2[CH:35]=[C:34]([CH3:36])[C:29]3[NH:30][C:31](=[O:33])[O:32][C:28]=3[CH:27]=2)=[O:25])[C:22]([CH3:23])=[CH:17][N:18]=1. Given the reactants CC1C2NC(=O)OC=2C=CC=1.[Cl-:12].[Cl-].[Cl-].[Al+3].Cl[C:17]1[C:22]([CH3:23])=[C:21]([C:24]([C:26]2[CH:35]=[C:34]([CH3:36])[C:29]3[NH:30][C:31](=[O:33])[O:32][C:28]=3[CH:27]=2)=[O:25])[CH:20]=[CH:19][N:18]=1, predict the reaction product. (4) Given the reactants C(OC(=O)[NH:7][C:8]1[CH:13]=[C:12]([N:14]([CH3:16])[CH3:15])[C:11]([C:17]#[N:18])=[CH:10][C:9]=1[NH:19][C:20](=[O:36])[CH2:21][C:22]([C:24]1[CH:29]=[CH:28][CH:27]=[C:26]([C:30]2[O:34][N:33]=[C:32]([CH3:35])[CH:31]=2)[CH:25]=1)=O)(C)(C)C.C(O)(C(F)(F)F)=O, predict the reaction product. The product is: [CH3:15][N:14]([CH3:16])[C:12]1[C:11]([C:17]#[N:18])=[CH:10][C:9]2[NH:19][C:20](=[O:36])[CH2:21][C:22]([C:24]3[CH:29]=[CH:28][CH:27]=[C:26]([C:30]4[O:34][N:33]=[C:32]([CH3:35])[CH:31]=4)[CH:25]=3)=[N:7][C:8]=2[CH:13]=1.